From a dataset of Full USPTO retrosynthesis dataset with 1.9M reactions from patents (1976-2016). Predict the reactants needed to synthesize the given product. (1) Given the product [O:17]([CH2:16][CH:13]1[O:14][CH2:15][CH:10]([CH2:9][OH:8])[CH2:11][CH2:12]1)[C:18]1[CH:19]=[CH:20][CH:21]=[CH:22][CH:23]=1, predict the reactants needed to synthesize it. The reactants are: C([O:8][CH2:9][CH:10]1[CH2:15][O:14][CH:13]([CH2:16][O:17][C:18]2[CH:23]=[CH:22][CH:21]=[CH:20][CH:19]=2)[CH2:12][CH2:11]1)C1C=CC=CC=1.Cl.CO. (2) Given the product [CH:18]1([N:13]2[C:12]([C:31]3[CH:32]=[CH:33][S:29][CH:30]=3)=[C:11]3[C:15]([CH2:16][CH2:17][NH:8][CH2:9][CH2:10]3)=[N:14]2)[CH2:19][CH2:20]1, predict the reactants needed to synthesize it. The reactants are: C(OC([N:8]1[CH2:17][CH2:16][C:15]2[C:11](=[C:12](OS(C(F)(F)F)(=O)=O)[N:13]([CH:18]3[CH2:20][CH2:19]3)[N:14]=2)[CH2:10][CH2:9]1)=O)(C)(C)C.[S:29]1[CH:33]=[CH:32][C:31](B(O)O)=[CH:30]1.